From a dataset of Catalyst prediction with 721,799 reactions and 888 catalyst types from USPTO. Predict which catalyst facilitates the given reaction. (1) Reactant: Br[C:2]1(Br)[C:10]2[C:5](=C[CH:7]=[C:8]([Br:11])[CH:9]=2)[NH:4][C:3]1=[O:12].[Cl-].[NH4+:15]. Product: [Br:11][C:8]1[CH:9]=[C:10]2[C:5](=[N:15][CH:7]=1)[NH:4][C:3](=[O:12])[CH2:2]2. The catalyst class is: 324. (2) Reactant: [CH2:1]([O:8][C:9]1[CH:17]=[C:16]([O:18][CH2:19][C:20]2[CH:25]=[CH:24][CH:23]=[CH:22][CH:21]=2)[C:15]([CH:26]([CH3:28])[CH3:27])=[CH:14][C:10]=1[C:11](O)=[O:12])[C:2]1[CH:7]=[CH:6][CH:5]=[CH:4][CH:3]=1.C(Cl)(=O)C(Cl)=O.[CH3:35][N:36]1[C:44]2[C:39](=[CH:40][C:41]([NH2:45])=[CH:42][CH:43]=2)[C:38](C)=[CH:37]1.C(N(CC)CC)C. Product: [CH2:1]([O:8][C:9]1[CH:17]=[C:16]([O:18][CH2:19][C:20]2[CH:25]=[CH:24][CH:23]=[CH:22][CH:21]=2)[C:15]([CH:26]([CH3:28])[CH3:27])=[CH:14][C:10]=1[C:11]([NH:45][C:41]1[CH:40]=[C:39]2[C:44](=[CH:43][CH:42]=1)[N:36]([CH3:35])[CH:37]=[CH:38]2)=[O:12])[C:2]1[CH:3]=[CH:4][CH:5]=[CH:6][CH:7]=1. The catalyst class is: 139. (3) Reactant: C([O:8][C:9]1[C:14]([CH2:15][N:16]2[CH2:25][CH2:24][C:23]3[C:18](=[C:19]([Cl:34])[C:20]([C:27](=[N+]=[N-])[C:28]([O:30][CH3:31])=[O:29])=[CH:21][C:22]=3[Cl:26])[C:17]2=[O:35])=[C:13]([CH3:36])[CH:12]=[C:11]([CH3:37])[N:10]=1)C1C=CC=CC=1.[BrH:38]. Product: [Br:38][CH:27]([C:20]1[C:19]([Cl:34])=[C:18]2[C:23]([CH2:24][CH2:25][N:16]([CH2:15][C:14]3[C:9](=[O:8])[NH:10][C:11]([CH3:37])=[CH:12][C:13]=3[CH3:36])[C:17]2=[O:35])=[C:22]([Cl:26])[CH:21]=1)[C:28]([O:30][CH3:31])=[O:29]. The catalyst class is: 4.